Task: Predict which catalyst facilitates the given reaction.. Dataset: Catalyst prediction with 721,799 reactions and 888 catalyst types from USPTO Reactant: [F:1][C:2]1[CH:3]=[C:4]2[C:9](=[C:10](Br)[CH:11]=1)[N:8]=[CH:7][CH:6]=[CH:5]2.[CH:13]([O:15]CCCC)=[CH2:14].C1(P(C2C=CC=CC=2)CCCP(C2C=CC=CC=2)C2C=CC=CC=2)C=CC=CC=1.C(N(CC)CC)C. Product: [F:1][C:2]1[CH:3]=[C:4]2[C:9](=[C:10]([C:13](=[O:15])[CH3:14])[CH:11]=1)[N:8]=[CH:7][CH:6]=[CH:5]2. The catalyst class is: 524.